This data is from Full USPTO retrosynthesis dataset with 1.9M reactions from patents (1976-2016). The task is: Predict the reactants needed to synthesize the given product. (1) Given the product [CH3:3][C:4]([C:8]([CH3:1])([OH:14])[CH2:9][CH2:10][CH2:11][CH2:12][CH3:13])=[CH:5][CH2:6][CH3:7], predict the reactants needed to synthesize it. The reactants are: [CH3:1][Li].[CH3:3][C:4]([C:8](=[O:14])[CH2:9][CH2:10][CH2:11][CH2:12][CH3:13])=[CH:5][CH2:6][CH3:7]. (2) Given the product [CH3:1][N:2]1[CH2:7][CH2:6][C:5]2[O:8][CH:9]=[C:10]([C:11]([OH:13])=[O:12])[C:4]=2[C:3]1=[O:15], predict the reactants needed to synthesize it. The reactants are: [CH3:1][N:2]1[CH2:7][CH2:6][C:5]2[O:8][CH:9]=[C:10]([C:11]([O:13]C)=[O:12])[C:4]=2[C:3]1=[O:15].Cl. (3) Given the product [CH2:18]([N:15]1[CH2:14][CH2:13][CH:12]([C:10]([NH:9][C:6]2[CH:7]=[CH:8][C:3]([CH2:2][NH:1][C:34]3[C:33]4[C:28](=[CH:29][CH:30]=[C:31]([CH3:37])[CH:32]=4)[N:27]=[C:26]([Cl:25])[N:35]=3)=[CH:4][CH:5]=2)=[O:11])[CH2:17][CH2:16]1)[C:19]1[CH:20]=[CH:21][CH:22]=[CH:23][CH:24]=1, predict the reactants needed to synthesize it. The reactants are: [NH2:1][CH2:2][C:3]1[CH:8]=[CH:7][C:6]([NH:9][C:10]([CH:12]2[CH2:17][CH2:16][N:15]([CH2:18][C:19]3[CH:24]=[CH:23][CH:22]=[CH:21][CH:20]=3)[CH2:14][CH2:13]2)=[O:11])=[CH:5][CH:4]=1.[Cl:25][C:26]1[N:35]=[C:34](Cl)[C:33]2[C:28](=[CH:29][CH:30]=[C:31]([CH3:37])[CH:32]=2)[N:27]=1.